Predict the product of the given reaction. From a dataset of Forward reaction prediction with 1.9M reactions from USPTO patents (1976-2016). (1) Given the reactants [Cl:1][C:2]1[C:3]([O:12][C:13]2[CH:18]=[C:17]([O:19][CH:20]([CH3:22])[CH3:21])[CH:16]=[CH:15][C:14]=2[CH2:23][CH2:24][CH2:25][OH:26])=[N:4][CH:5]=[C:6]([C:8]([F:11])([F:10])[F:9])[CH:7]=1.O[C:28]1[C:32]([CH2:33][CH2:34][C:35]([O:37]CC)=[O:36])=[CH:31][N:30]([CH3:40])[N:29]=1.C(P(CCCC)CCCC)CCC.N(C(N1CCCCC1)=O)=NC(N1CCCCC1)=O.O1CCCC1CO.[OH-].[Na+].Cl, predict the reaction product. The product is: [Cl:1][C:2]1[C:3]([O:12][C:13]2[CH:18]=[C:17]([O:19][CH:20]([CH3:21])[CH3:22])[CH:16]=[CH:15][C:14]=2[CH2:23][CH2:24][CH2:25][O:26][C:28]2[C:32]([CH2:33][CH2:34][C:35]([OH:37])=[O:36])=[CH:31][N:30]([CH3:40])[N:29]=2)=[N:4][CH:5]=[C:6]([C:8]([F:11])([F:10])[F:9])[CH:7]=1. (2) Given the reactants [CH3:1][C:2]1[N:7]=[C:6]([C:8]2[CH:13]=[CH:12][CH:11]=[CH:10][CH:9]=2)[N:5]([CH2:14][CH2:15][C:16]2[CH:21]=[CH:20][CH:19]=[CH:18][CH:17]=2)[C:4](=[O:22])[CH:3]=1.BrBr.C(O[CH2:29][CH3:30])(=O)C, predict the reaction product. The product is: [CH3:1][C:2]1[N:7]=[C:6]([C:8]2[CH:13]=[CH:12][CH:11]=[CH:10][CH:9]=2)[N:5]([CH2:14][CH2:15][C:16]2[CH:21]=[CH:20][CH:19]=[CH:18][CH:17]=2)[C:4](=[O:22])[C:3]=1[C:30]1[CH:29]=[CH:4][CH:3]=[CH:2][CH:1]=1. (3) The product is: [CH2:9]([O:16][CH2:17][CH2:18][NH:19][C:4](=[O:6])[C:3]([CH3:8])([CH3:7])[CH2:2][OH:1])[C:10]1[CH:15]=[CH:14][CH:13]=[CH:12][CH:11]=1. Given the reactants [OH:1][CH2:2][C:3]([CH3:8])([CH3:7])[C:4]([OH:6])=O.[CH2:9]([O:16][CH2:17][CH2:18][NH2:19])[C:10]1[CH:15]=[CH:14][CH:13]=[CH:12][CH:11]=1.C1C=CC2N(O)N=NC=2C=1.CCN=C=NCCCN(C)C, predict the reaction product. (4) The product is: [Br:22][C:23]1[CH:24]=[CH:25][C:26]([O:1][CH2:2][CH2:3][N:4]([CH2:17][C:18]([F:19])([F:20])[F:21])[C:5]2[CH:12]=[CH:11][C:8]([C:9]#[N:10])=[C:7]([C:13]([F:15])([F:16])[F:14])[CH:6]=2)=[N:27][CH:28]=1. Given the reactants [OH:1][CH2:2][CH2:3][N:4]([CH2:17][C:18]([F:21])([F:20])[F:19])[C:5]1[CH:12]=[CH:11][C:8]([C:9]#[N:10])=[C:7]([C:13]([F:16])([F:15])[F:14])[CH:6]=1.[Br:22][C:23]1[CH:24]=[CH:25][C:26](=O)[NH:27][CH:28]=1, predict the reaction product. (5) The product is: [C:1]1([C:9]2[CH:14]=[CH:13][CH:12]=[CH:11][CH:10]=2)[CH:6]=[CH:5][C:4]([CH2:7][N:29]2[CH2:30][CH2:31][CH:26]([C:22]3[CH:21]=[C:20]([NH:19][C:17](=[O:18])[CH:16]([CH3:15])[CH3:32])[CH:25]=[CH:24][CH:23]=3)[CH2:27][CH2:28]2)=[CH:3][CH:2]=1. Given the reactants [C:1]1([C:9]2[CH:14]=[CH:13][CH:12]=[CH:11][CH:10]=2)[CH:6]=[CH:5][C:4]([CH:7]=O)=[CH:3][CH:2]=1.[CH3:15][CH:16]([CH3:32])[C:17]([NH:19][C:20]1[CH:25]=[CH:24][CH:23]=[C:22]([CH:26]2[CH2:31][CH2:30][NH:29][CH2:28][CH2:27]2)[CH:21]=1)=[O:18], predict the reaction product.